Dataset: Full USPTO retrosynthesis dataset with 1.9M reactions from patents (1976-2016). Task: Predict the reactants needed to synthesize the given product. (1) Given the product [CH2:6]([C:8]1([CH2:13][C:14]([NH:4][OH:1])=[NH:15])[O:12][CH2:11][CH2:10][O:9]1)[CH3:7], predict the reactants needed to synthesize it. The reactants are: [OH-:1].[Na+].Cl.[NH2:4]O.[CH2:6]([C:8]1([CH2:13][C:14]#[N:15])[O:12][CH2:11][CH2:10][O:9]1)[CH3:7]. (2) Given the product [Cl:8][C:9]1[CH:10]=[C:11]([NH:16][C:5](=[O:7])[CH3:6])[CH:12]=[C:13]([CH3:15])[CH:14]=1, predict the reactants needed to synthesize it. The reactants are: C(O[C:5](=[O:7])[CH3:6])(=O)C.[Cl:8][C:9]1[CH:10]=[C:11]([NH2:16])[CH:12]=[C:13]([CH3:15])[CH:14]=1. (3) Given the product [CH:1]1([CH2:7][N:9]2[CH2:14][CH2:13][CH2:12][CH2:11][CH2:10]2)[CH2:6][CH2:5][CH2:4][CH2:3][CH2:2]1, predict the reactants needed to synthesize it. The reactants are: [CH:1]1([C:7]([N:9]2[CH2:14][CH2:13][CH2:12][CH2:11][CH2:10]2)=O)[CH2:6][CH2:5][CH2:4][CH2:3][CH2:2]1.[H-].[Al+3].[Li+].[H-].[H-].[H-]. (4) Given the product [Cl:1][C:2]1[C:3]([NH:12][NH2:13])=[N:4][C:5]([F:9])=[C:6]([F:8])[CH:7]=1, predict the reactants needed to synthesize it. The reactants are: [Cl:1][C:2]1[C:3](F)=[N:4][C:5]([F:9])=[C:6]([F:8])[CH:7]=1.O.[NH2:12][NH2:13].C(O)CC.